Dataset: Full USPTO retrosynthesis dataset with 1.9M reactions from patents (1976-2016). Task: Predict the reactants needed to synthesize the given product. Given the product [NH2:1][C:2]1[N:7]=[C:6]([CH:8]([NH:18][C:19](=[O:31])[CH2:20][C:21]2[C:29]3[C:24](=[CH:25][CH:26]=[C:27]([F:30])[CH:28]=3)[NH:23][CH:22]=2)[CH2:9][C:10]2[CH:15]=[C:14]([F:16])[CH:13]=[C:12]([F:17])[CH:11]=2)[C:5]([C:32]2[CH:33]=[CH:34][CH:35]=[C:36]([S:74](=[O:77])(=[O:76])[NH2:75])[CH:40]=2)=[CH:4][CH:3]=1, predict the reactants needed to synthesize it. The reactants are: [NH2:1][C:2]1[N:7]=[C:6]([C@@H:8]([NH:18][C:19](=[O:31])[CH2:20][C:21]2[C:29]3[C:24](=[CH:25][CH:26]=[C:27]([F:30])[CH:28]=3)[NH:23][CH:22]=2)[CH2:9][C:10]2[CH:15]=[C:14]([F:16])[CH:13]=[C:12]([F:17])[CH:11]=2)[C:5]([C:32]2[CH:33]=[CH:34][C:35](F)=[C:36]([CH:40]=2)C(N)=O)=[CH:4][CH:3]=1.NC1N=C(C(NC(=O)CC2C3C(=CC=C(F)C=3)NC=2)CC2C=C(F)C=C(F)C=2)C(Br)=CC=1.[S:74](C1C=C(B(O)O)C=CC=1)(=[O:77])(=[O:76])[NH2:75].